Dataset: Full USPTO retrosynthesis dataset with 1.9M reactions from patents (1976-2016). Task: Predict the reactants needed to synthesize the given product. (1) Given the product [Cl:12][CH2:13][CH2:14][CH2:15][O:16][CH2:2][C:3]1[CH:8]=[C:7]([F:9])[CH:6]=[CH:5][C:4]=1[O:10][CH3:11], predict the reactants needed to synthesize it. The reactants are: Cl[CH2:2][C:3]1[CH:8]=[C:7]([F:9])[CH:6]=[CH:5][C:4]=1[O:10][CH3:11].[Cl:12][CH2:13][CH2:14][CH2:15][OH:16].[H-].[Na+]. (2) Given the product [Cl:15][C:16]1[CH:17]=[C:18]([NH:30][C:31]2[C:40]3[C:35](=[CH:36][CH:37]=[C:38]([O:41][CH2:42][CH:43]4[CH2:47][CH2:46][N:45]([S:11]([CH3:10])(=[O:13])=[O:12])[CH2:44]4)[CH:39]=3)[N:34]=[CH:33][N:32]=2)[CH:19]=[CH:20][C:21]=1[O:22][CH2:23][C:24]1[CH:29]=[CH:28][CH:27]=[CH:26][N:25]=1, predict the reactants needed to synthesize it. The reactants are: C(N(CC)C(C)C)(C)C.[CH3:10][S:11](Cl)(=[O:13])=[O:12].[Cl:15][C:16]1[CH:17]=[C:18]([NH:30][C:31]2[C:40]3[C:35](=[CH:36][CH:37]=[C:38]([O:41][CH2:42][CH:43]4[CH2:47][CH2:46][NH:45][CH2:44]4)[CH:39]=3)[N:34]=[CH:33][N:32]=2)[CH:19]=[CH:20][C:21]=1[O:22][CH2:23][C:24]1[CH:29]=[CH:28][CH:27]=[CH:26][N:25]=1. (3) Given the product [CH3:15][C:14]([NH:22][C:21](=[O:1])[CH3:20])([C:11]1[CH:12]=[CH:13][C:8]([C:7]([F:19])([F:18])[F:6])=[CH:9][CH:10]=1)[CH3:16], predict the reactants needed to synthesize it. The reactants are: [OH:1]S(O)(=O)=O.[F:6][C:7]([F:19])([F:18])[C:8]1[CH:13]=[CH:12][C:11]([C:14](O)([CH3:16])[CH3:15])=[CH:10][CH:9]=1.[CH3:20][C:21]#[N:22]. (4) The reactants are: [Si]([O:8][CH:9]([C:22]1[O:23][C:24]([C:27]2[CH:35]=[CH:34][C:30]([C:31]([NH2:33])=[O:32])=[CH:29][CH:28]=2)=[CH:25][N:26]=1)[CH2:10][CH2:11][CH2:12][CH2:13][CH2:14][CH2:15][C:16]1[CH:21]=[CH:20][CH:19]=[CH:18][CH:17]=1)(C(C)(C)C)(C)C.[Si](OC(C1OC([Sn](CCCC)(CCCC)CCCC)=CN=1)CCCCCCC1C=CC=CC=1)(C(C)(C)C)(C)C.BrC1C=CC(C(N)=O)=CC=1. Given the product [C:16]1([CH2:15][CH2:14][CH2:13][CH2:12][CH2:11][CH2:10][C:9]([C:22]2[O:23][C:24]([C:27]3[CH:28]=[CH:29][C:30]([C:31]([NH2:33])=[O:32])=[CH:34][CH:35]=3)=[CH:25][N:26]=2)=[O:8])[CH:17]=[CH:18][CH:19]=[CH:20][CH:21]=1, predict the reactants needed to synthesize it. (5) Given the product [CH3:1][C:2]1[CH:13]=[C:12]([O:14][CH2:15]/[CH:16]=[C:17](/[C:33]2[CH:42]=[CH:41][C:36]3[O:37][C:38]([CH3:40])=[CH:39][C:35]=3[CH:34]=2)\[C:18]2[CH:19]=[CH:20][C:21]([C:24]#[C:25][CH2:26][N:27]3[CH2:32][CH2:31][O:30][CH2:29][CH2:28]3)=[CH:22][CH:23]=2)[CH:11]=[CH:10][C:3]=1[O:4][CH2:5][C:6]([OH:8])=[O:7], predict the reactants needed to synthesize it. The reactants are: [CH3:1][C:2]1[CH:13]=[C:12]([O:14][CH2:15]/[CH:16]=[C:17](/[C:33]2[CH:42]=[CH:41][C:36]3[O:37][C:38]([CH3:40])=[CH:39][C:35]=3[CH:34]=2)\[C:18]2[CH:23]=[CH:22][C:21]([C:24]#[C:25][CH2:26][N:27]3[CH2:32][CH2:31][O:30][CH2:29][CH2:28]3)=[CH:20][CH:19]=2)[CH:11]=[CH:10][C:3]=1[O:4][CH2:5][C:6]([O:8]C)=[O:7].O.[OH-].[Li+].